This data is from Reaction yield outcomes from USPTO patents with 853,638 reactions. The task is: Predict the reaction yield, written as a fraction of the theoretical maximum amount of product (1.0 means a 100% yield; for example, 0.34 means a 34% yield). (1) The reactants are NN.[Cl:3][C:4]1[S:8][C:7]([C:9]([NH:11][C@@H:12]([CH2:25][C:26]2[CH:31]=[CH:30][CH:29]=[C:28]([F:32])[CH:27]=2)[CH2:13][N:14]2C(=O)C3C(=CC=CC=3)C2=O)=[O:10])=[CH:6][C:5]=1[C:33]1[N:37]([CH2:38][CH3:39])[N:36]=[CH:35][C:34]=1[CH3:40]. The catalyst is CO. The product is [NH2:14][CH2:13][C@@H:12]([NH:11][C:9]([C:7]1[S:8][C:4]([Cl:3])=[C:5]([C:33]2[N:37]([CH2:38][CH3:39])[N:36]=[CH:35][C:34]=2[CH3:40])[CH:6]=1)=[O:10])[CH2:25][C:26]1[CH:31]=[CH:30][CH:29]=[C:28]([F:32])[CH:27]=1. The yield is 0.530. (2) The catalyst is CCO.C1COCC1. The product is [CH3:1][O:2][C:3]1[CH:11]=[C:10]2[C:6](=[CH:5][CH:4]=1)[C@H:7]([C@H:12]([CH2:16][CH3:17])[C:13]([OH:15])=[O:14])[CH2:8][CH2:9]2. The reactants are [CH3:1][O:2][C:3]1[CH:11]=[C:10]2[C:6]([C:7]([C@H:12]([CH2:16][CH3:17])[C:13]([OH:15])=[O:14])=[CH:8][CH2:9]2)=[CH:5][CH:4]=1.CCN(CC)CC. The yield is 0.950.